Predict which catalyst facilitates the given reaction. From a dataset of Catalyst prediction with 721,799 reactions and 888 catalyst types from USPTO. (1) Reactant: [Cl:1][C:2]1[CH:7]=[CH:6][C:5]([NH:8][C:9](=[O:17])OC2C=CC=CC=2)=[C:4]([C:18]#[N:19])[CH:3]=1.O1CCCC1.[CH3:25][NH:26][CH3:27].C(=O)([O-])O.[Na+]. Product: [Cl:1][C:2]1[CH:7]=[CH:6][C:5]([NH:8][C:9](=[O:17])[N:26]([CH3:27])[CH3:25])=[C:4]([C:18]#[N:19])[CH:3]=1. The catalyst class is: 7. (2) Product: [N+:13]([C:3]1[CH:4]=[C:5]([CH:11]=[CH:12][C:2]=1[N:16]1[CH2:21][CH2:20][CH2:19][CH2:18][CH2:17]1)[C:6]([O:8][CH2:9][CH3:10])=[O:7])([O-:15])=[O:14]. The catalyst class is: 18. Reactant: F[C:2]1[CH:12]=[CH:11][C:5]([C:6]([O:8][CH2:9][CH3:10])=[O:7])=[CH:4][C:3]=1[N+:13]([O-:15])=[O:14].[NH:16]1[CH2:21][CH2:20][CH2:19][CH2:18][CH2:17]1. (3) Reactant: [C:1]([O:4][C:5]1[CH:6]=[CH:7][C:8]2[C:9]3[S:18][C:17]([CH2:19][CH2:20][CH3:21])=[N:16][C:10]=3[C:11]([NH2:15])=[N:12][C:13]=2[CH:14]=1)(=O)[CH3:2].C(=O)([O-])[O-].[Cs+].[Cs+].CN(C=O)C.I.I[CH2:35][C:36]1[CH:37]=[N:38][CH:39]=CC=1. Product: [CH2:19]([C:17]1[S:18][C:9]2[C:8]3[CH:7]=[CH:6][C:5]([O:4][CH2:1][C:2]4[CH:39]=[N:38][CH:37]=[CH:36][CH:35]=4)=[CH:14][C:13]=3[N:12]=[C:11]([NH2:15])[C:10]=2[N:16]=1)[CH2:20][CH3:21]. The catalyst class is: 4. (4) Reactant: [OH:1][C:2]1[CH:12]=[CH:11][C:5]2[O:6][CH2:7][C:8](=[O:10])[NH:9][C:4]=2[CH:3]=1.[CH3:13][C:14]([Si:17](Cl)([CH3:19])[CH3:18])([CH3:16])[CH3:15].N1C=CN=C1. Product: [C:14]([Si:17]([CH3:19])([CH3:18])[O:1][C:2]1[CH:12]=[CH:11][C:5]2[O:6][CH2:7][C:8](=[O:10])[NH:9][C:4]=2[CH:3]=1)([CH3:16])([CH3:15])[CH3:13]. The catalyst class is: 85. (5) Reactant: [NH2:1][C:2]1[CH:3]=[CH:4][C:5]([CH3:29])=[C:6]([C:8]2[C:9]3[CH:19]=[CH:18][C:17](=[O:20])[N:16]([C:21]4[C:26]([F:27])=[CH:25][CH:24]=[CH:23][C:22]=4[F:28])[C:10]=3[N:11]=[C:12]([S:14][CH3:15])[N:13]=2)[CH:7]=1.CCN(CC)CC.[S:37]1[CH:41]=[CH:40][CH:39]=[C:38]1[C:42](Cl)=[O:43]. Product: [F:27][C:26]1[CH:25]=[CH:24][CH:23]=[C:22]([F:28])[C:21]=1[N:16]1[C:10]2[N:11]=[C:12]([S:14][CH3:15])[N:13]=[C:8]([C:6]3[CH:7]=[C:2]([NH:1][C:42]([C:38]4[S:37][CH:41]=[CH:40][CH:39]=4)=[O:43])[CH:3]=[CH:4][C:5]=3[CH3:29])[C:9]=2[CH:19]=[CH:18][C:17]1=[O:20]. The catalyst class is: 64. (6) The catalyst class is: 522. Product: [C@H:1]1([O:12][C@H:13]2[C@H:18]([OH:19])[C@@H:17]([CH2:20][O:21][C@H:22]3[O:30][C@H:29]([CH2:31][OH:32])[C@@H:27]([OH:28])[C@H:25]([OH:26])[C@@H:23]3[OH:24])[O:16][C@H:15]([O:33][CH2:34][CH2:35][NH:36][C:37](=[O:52])[CH2:38][CH2:39][CH2:40][CH2:41][C:42]([OH:44])=[O:43])[C@H:14]2[OH:53])[O:9][C@H:8]([CH2:10][OH:11])[C@@H:6]([OH:7])[C@H:4]([OH:5])[C@@H:2]1[OH:3]. Reactant: [C@H:1]1([O:12][C@H:13]2[C@H:18]([OH:19])[C@@H:17]([CH2:20][O:21][C@H:22]3[O:30][C@H:29]([CH2:31][OH:32])[C@@H:27]([OH:28])[C@H:25]([OH:26])[C@@H:23]3[OH:24])[O:16][C@H:15]([O:33][CH2:34][CH2:35][NH:36][C:37](=[O:52])[CH2:38][CH2:39][CH2:40][CH2:41][C:42]([O:44]CC3C=CC=CC=3)=[O:43])[C@H:14]2[OH:53])[O:9][C@H:8]([CH2:10][OH:11])[C@@H:6]([OH:7])[C@H:4]([OH:5])[C@@H:2]1[OH:3]. (7) Reactant: [C:1]([C:5]1[CH:10]=[CH:9][C:8]([S:11]([N:14](S(C2C=CC(C(C)(C)C)=CC=2)(=O)=O)[C:15]2[N:19]([CH3:20])[N:18]=[C:17]([O:21][CH2:22][CH2:23][O:24][CH3:25])[C:16]=2[C:26]2[CH:31]=[CH:30][C:29]([CH3:32])=[CH:28][CH:27]=2)(=[O:13])=[O:12])=[CH:7][CH:6]=1)([CH3:4])([CH3:3])[CH3:2].[OH-].[Na+]. Product: [C:1]([C:5]1[CH:6]=[CH:7][C:8]([S:11]([NH:14][C:15]2[N:19]([CH3:20])[N:18]=[C:17]([O:21][CH2:22][CH2:23][O:24][CH3:25])[C:16]=2[C:26]2[CH:31]=[CH:30][C:29]([CH3:32])=[CH:28][CH:27]=2)(=[O:12])=[O:13])=[CH:9][CH:10]=1)([CH3:4])([CH3:3])[CH3:2]. The catalyst class is: 12.